From a dataset of Reaction yield outcomes from USPTO patents with 853,638 reactions. Predict the reaction yield, written as a fraction of the theoretical maximum amount of product (1.0 means a 100% yield; for example, 0.34 means a 34% yield). (1) The reactants are [Cl:1][C:2]1[CH:3]=[C:4]([C:8]2O[C:10](=[O:20])[C:11]3[C:16]([CH:17]=2)=[CH:15][CH:14]=[C:13]([O:18][CH3:19])[CH:12]=3)[CH:5]=[CH:6][CH:7]=1.[NH2:21][CH2:22][C:23]([NH:25][CH:26]([CH3:28])[CH3:27])=[O:24]. The catalyst is CCO. The product is [Cl:1][C:2]1[CH:3]=[C:4]([C:8]2[N:21]([CH2:22][C:23]([NH:25][CH:26]([CH3:28])[CH3:27])=[O:24])[C:10](=[O:20])[C:11]3[C:16]([CH:17]=2)=[CH:15][CH:14]=[C:13]([O:18][CH3:19])[CH:12]=3)[CH:5]=[CH:6][CH:7]=1. The yield is 0.730. (2) The reactants are [S:1]1[C:5]([CH2:6][CH:7]([O:10][Si:11]([C:14]([CH3:17])([CH3:16])[CH3:15])([CH3:13])[CH3:12])[C:8]#[CH:9])=[CH:4][C:3]2[CH:18]=[CH:19][CH:20]=[CH:21][C:2]1=2.[I:22]N1C(=O)CCC1=O.C([O-])(O)=O.[Na+]. The catalyst is ClCCl. The product is [S:1]1[C:5]([CH2:6][CH:7]([O:10][Si:11]([C:14]([CH3:15])([CH3:16])[CH3:17])([CH3:12])[CH3:13])/[CH:8]=[CH:9]/[I:22])=[CH:4][C:3]2[CH:18]=[CH:19][CH:20]=[CH:21][C:2]1=2. The yield is 0.910.